Dataset: Forward reaction prediction with 1.9M reactions from USPTO patents (1976-2016). Task: Predict the product of the given reaction. (1) Given the reactants [CH3:1][O:2][C:3]1[CH:4]=[CH:5][CH:6]=[C:7]2[C:12]=1[N:11]([CH3:13])[C:10](=[O:14])[CH:9]=[C:8]2[CH:15]=[O:16], predict the reaction product. The product is: [OH:16][CH2:15][C:8]1[C:7]2[C:12](=[C:3]([O:2][CH3:1])[CH:4]=[CH:5][CH:6]=2)[N:11]([CH3:13])[C:10](=[O:14])[CH:9]=1. (2) Given the reactants [Cl:1][C:2]1[CH:3]=[C:4]([NH:10][C:11]([CH2:13][CH:14]([CH3:19])[CH2:15][C:16]([OH:18])=O)=[O:12])[CH:5]=[CH:6][C:7]=1[C:8]#[N:9].CCN(C(C)C)C(C)C.C(P1(=O)OP(CCC)(=O)OP(CCC)(=O)O1)CC.[NH2:47][C:48]1[CH:49]=[C:50]2[C:55](=[CH:56][CH:57]=1)[N:54]([CH2:58][Si:59]([CH3:62])([CH3:61])[CH3:60])[C:53](=[O:63])[N:52]([CH2:64][CH3:65])[C:51]2=[O:66], predict the reaction product. The product is: [Cl:1][C:2]1[CH:3]=[C:4]([NH:10][C:11](=[O:12])[CH2:13][CH:14]([CH3:19])[CH2:15][C:16]([NH:47][C:48]2[CH:49]=[C:50]3[C:55](=[CH:56][CH:57]=2)[N:54]([CH2:58][Si:59]([CH3:61])([CH3:62])[CH3:60])[C:53](=[O:63])[N:52]([CH2:64][CH3:65])[C:51]3=[O:66])=[O:18])[CH:5]=[CH:6][C:7]=1[C:8]#[N:9].